This data is from Reaction yield outcomes from USPTO patents with 853,638 reactions. The task is: Predict the reaction yield, written as a fraction of the theoretical maximum amount of product (1.0 means a 100% yield; for example, 0.34 means a 34% yield). (1) The reactants are Br[C:2]1[CH:3]=[N:4][C:5]([N:8]2[CH2:13][CH2:12][O:11][C@H:10]([CH2:14][N:15]3[C:19]4=[N:20][C:21]([C:24]5[CH:25]=[N:26][N:27]([CH3:29])[CH:28]=5)=[CH:22][N:23]=[C:18]4[N:17]=[N:16]3)[CH2:9]2)=[N:6][CH:7]=1.C([O-])([O-])=O.[Na+].[Na+].[F:36][C:37]1[CH:44]=[C:43](B2OC(C)(C)C(C)(C)O2)[CH:42]=[CH:41][C:38]=1[CH:39]=[O:40]. The catalyst is C1C=CC([P]([Pd]([P](C2C=CC=CC=2)(C2C=CC=CC=2)C2C=CC=CC=2)([P](C2C=CC=CC=2)(C2C=CC=CC=2)C2C=CC=CC=2)[P](C2C=CC=CC=2)(C2C=CC=CC=2)C2C=CC=CC=2)(C2C=CC=CC=2)C2C=CC=CC=2)=CC=1.O1CCOCC1. The product is [F:36][C:37]1[CH:44]=[C:43]([C:2]2[CH:3]=[N:4][C:5]([N:8]3[CH2:13][CH2:12][O:11][C@H:10]([CH2:14][N:15]4[C:19]5=[N:20][C:21]([C:24]6[CH:25]=[N:26][N:27]([CH3:29])[CH:28]=6)=[CH:22][N:23]=[C:18]5[N:17]=[N:16]4)[CH2:9]3)=[N:6][CH:7]=2)[CH:42]=[CH:41][C:38]=1[CH:39]=[O:40]. The yield is 0.760. (2) The yield is 0.420. The reactants are C(Cl)CCl.[CH2:5]([C:7]1[C:15]2[C:10](=[CH:11][CH:12]=[CH:13][CH:14]=2)[NH:9][C:8]=1[CH2:16][NH:17][CH3:18])[CH3:6].Cl.[O:20]=[C:21]1[CH2:26][O:25][C:24]2[CH:27]=[C:28](/[CH:31]=[CH:32]/[C:33]([OH:35])=O)[CH:29]=[N:30][C:23]=2[NH:22]1.C1C=CC2N(O)N=NC=2C=1.CCN(C(C)C)C(C)C. The product is [CH2:5]([C:7]1[C:15]2[C:10](=[CH:11][CH:12]=[CH:13][CH:14]=2)[NH:9][C:8]=1[CH2:16][N:17]([CH3:18])[C:33](=[O:35])/[CH:32]=[CH:31]/[C:28]1[CH:29]=[N:30][C:23]2[NH:22][C:21](=[O:20])[CH2:26][O:25][C:24]=2[CH:27]=1)[CH3:6]. The catalyst is CN(C=O)C.O. (3) The reactants are [OH:1][C@@H:2]([C:4]1[CH:13]=[CH:12][C:7]([C:8]([O:10][CH3:11])=[O:9])=[C:6]([CH3:14])[CH:5]=1)[CH3:3].[C:15]1(P([C:15]2[CH:20]=[CH:19][CH:18]=[CH:17][CH:16]=2)[C:15]2[CH:20]=[CH:19][CH:18]=[CH:17][CH:16]=2)[CH:20]=[CH:19][CH:18]=[CH:17][CH:16]=1.C1(O)C=CC=CC=1.N(C(OC(C)C)=O)=NC(OC(C)C)=O. The catalyst is O1CCCC1. The product is [CH3:14][C:6]1[CH:5]=[C:4]([C@@H:2]([O:1][C:15]2[CH:20]=[CH:19][CH:18]=[CH:17][CH:16]=2)[CH3:3])[CH:13]=[CH:12][C:7]=1[C:8]([O:10][CH3:11])=[O:9]. The yield is 0.860. (4) The reactants are [C:1]1([C:7]2[NH:8][CH:9]=[C:10]([CH:12]=[O:13])[N:11]=2)[CH:6]=[CH:5][CH:4]=[CH:3][CH:2]=1.[H-].[Na+].[CH3:16][C:17]1[CH:22]=[CH:21][C:20]([S:23](Cl)(=[O:25])=[O:24])=[CH:19][CH:18]=1.O. The catalyst is CN(C)C=O. The product is [CH3:16][C:17]1[CH:22]=[CH:21][C:20]([S:23]([N:8]2[CH:9]=[C:10]([CH:12]=[O:13])[N:11]=[C:7]2[C:1]2[CH:2]=[CH:3][CH:4]=[CH:5][CH:6]=2)(=[O:25])=[O:24])=[CH:19][CH:18]=1. The yield is 0.600. (5) The reactants are [CH:1]([C:4]1[CH:9]=[C:8]([O:10][CH3:11])[CH:7]=[CH:6][C:5]=1[S:12]([C:15]1[CH:20]=[CH:19][C:18]([CH3:21])=[CH:17][CH:16]=1)(=[O:14])=[O:13])([CH3:3])[CH3:2].[I:22]Cl.C([O-])(O)=O.[Na+]. The catalyst is CC(O)=O.O. The product is [I:22][C:7]1[CH:6]=[C:5]([S:12]([C:15]2[CH:16]=[CH:17][C:18]([CH3:21])=[CH:19][CH:20]=2)(=[O:13])=[O:14])[C:4]([CH:1]([CH3:3])[CH3:2])=[CH:9][C:8]=1[O:10][CH3:11]. The yield is 0.890.